Task: Predict which catalyst facilitates the given reaction.. Dataset: Catalyst prediction with 721,799 reactions and 888 catalyst types from USPTO (1) Reactant: C[O:2][C:3]([C:5]1[S:6][C:7]([C:13]2[CH2:17][C:16]([C:22]3[CH:27]=[C:26]([Cl:28])[C:25]([F:29])=[C:24]([Cl:30])[CH:23]=3)([C:18]([F:21])([F:20])[F:19])[O:15][N:14]=2)=[C:8]2[CH2:12][CH2:11][CH2:10][C:9]=12)=[O:4].O[Li].O. The catalyst class is: 90. Product: [Cl:30][C:24]1[CH:23]=[C:22]([C:16]2([C:18]([F:20])([F:21])[F:19])[O:15][N:14]=[C:13]([C:7]3[S:6][C:5]([C:3]([OH:4])=[O:2])=[C:9]4[CH2:10][CH2:11][CH2:12][C:8]=34)[CH2:17]2)[CH:27]=[C:26]([Cl:28])[C:25]=1[F:29]. (2) Reactant: [OH:1][C:2]1[CH:11]=[CH:10][C:9]2[C:4](=[CH:5][CH:6]=[CH:7][CH:8]=2)[C:3]=1[CH:12]=[O:13].[C:14](OC(=O)C)(=[O:16])[CH3:15]. Product: [C:14]([O:1][C:2]1[CH:11]=[CH:10][C:9]2[C:4](=[CH:5][CH:6]=[CH:7][CH:8]=2)[C:3]=1[CH:12]=[O:13])(=[O:16])[CH3:15]. The catalyst class is: 17. (3) Reactant: C([O:3][CH:4](OCC)[CH2:5][CH2:6][CH2:7][NH:8][C:9]([N:11]1[CH2:16][CH2:15][CH:14]([C:17]2[CH:22]=[CH:21][CH:20]=[CH:19][CH:18]=2)[CH2:13][CH2:12]1)=[O:10])C.C(O)(=O)C.Cl. Product: [O:3]=[CH:4][CH2:5][CH2:6][CH2:7][NH:8][C:9]([N:11]1[CH2:12][CH2:13][CH:14]([C:17]2[CH:22]=[CH:21][CH:20]=[CH:19][CH:18]=2)[CH2:15][CH2:16]1)=[O:10]. The catalyst class is: 8. (4) Reactant: [CH3:1][O:2][CH:3]1[O:9][C@H:8]([CH2:10]O)[C@@H:6]([OH:7])[C@H:4]1[OH:5].C(#N)C.C(N(CC)CC)C.S(Cl)([Cl:24])=O. Product: [CH3:1][O:2][C@@H:3]1[O:9][C@H:8]([CH2:10][Cl:24])[C@@H:6]([OH:7])[C@H:4]1[OH:5]. The catalyst class is: 11. (5) Reactant: [H-].[Na+].[CH2:3]([OH:10])[C:4]1[CH:9]=[CH:8][CH:7]=[CH:6][CH:5]=1.Cl[C:12]1[C:17]([O:18][CH2:19][O:20][CH3:21])=[CH:16][CH:15]=[CH:14][N:13]=1. Product: [CH2:3]([O:10][C:12]1[C:17]([O:18][CH2:19][O:20][CH3:21])=[CH:16][CH:15]=[CH:14][N:13]=1)[C:4]1[CH:9]=[CH:8][CH:7]=[CH:6][CH:5]=1. The catalyst class is: 3.